Dataset: Reaction yield outcomes from USPTO patents with 853,638 reactions. Task: Predict the reaction yield, written as a fraction of the theoretical maximum amount of product (1.0 means a 100% yield; for example, 0.34 means a 34% yield). The catalyst is C(O)(=O)C.C(OCC)(=O)C. The reactants are [C:1]([C:4]1[C:11]([OH:12])=[CH:10][C:7]([C:8]#[N:9])=[C:6]([CH3:13])[CH:5]=1)(=[O:3])[CH3:2].[I:14]N1C(=O)CCC1=O. The product is [C:1]([C:4]1[CH:5]=[C:6]([CH3:13])[C:7]([C:8]#[N:9])=[C:10]([I:14])[C:11]=1[OH:12])(=[O:3])[CH3:2]. The yield is 0.620.